Task: Predict the product of the given reaction.. Dataset: Forward reaction prediction with 1.9M reactions from USPTO patents (1976-2016) Given the reactants [CH2:1]([O:4][C:5](=[O:17])[C@H:6]([CH2:15][OH:16])[NH:7][C:8]([O:10]C(C)(C)C)=O)[CH:2]=[CH2:3].C1C(=O)N(OC([CH2:28][CH2:29][CH2:30][CH2:31][CH2:32][NH:33][C:34]2[CH:39]=[CH:38][C:37]([N+:40]([O-:42])=[O:41])=[CH:36][C:35]=2[N+:43]([O-:45])=[O:44])=O)C(=O)C1.C(N(CC)CC)C, predict the reaction product. The product is: [CH2:1]([O:4][C:5](=[O:17])[C@H:6]([CH2:15][OH:16])[NH:7][C:8](=[O:10])[CH2:28][CH2:29][CH2:30][CH2:31][CH2:32][NH:33][C:34]1[CH:39]=[CH:38][C:37]([N+:40]([O-:42])=[O:41])=[CH:36][C:35]=1[N+:43]([O-:45])=[O:44])[CH:2]=[CH2:3].